This data is from Experimentally validated miRNA-target interactions with 360,000+ pairs, plus equal number of negative samples. The task is: Binary Classification. Given a miRNA mature sequence and a target amino acid sequence, predict their likelihood of interaction. (1) The miRNA is mmu-miR-3058-5p with sequence UCAGCCACGGCUUACCUGGAAGA. The protein sequence of the target gene is MGIKVQRPRCFFDIAINNQPAGRVVFELFSDVCPKTCENFRCLCTGEKGTGKSTQKPLHYKSCLFHRVVKDFMVQGGDFSEGNGRGGESIYGGFFEDESFAVKHNKEFLLSMANRGKDTNGSQFFITTKPTPHLDGHHVVFGQVISGQEVVREIENQKTDAASKPFAEVRILSCGELIPKSKVKKEEKKRHKSSSSSSSSSSDSDSSSDSQSSSDSSDSESATEEKSKKRKKKHRKNSRKHKKEKKKRKKSKKSASSESEAENLEAQPQSTVRPEEIPPIPENRFLMRKSPPKADEKERK.... Result: 0 (no interaction). (2) The miRNA is hsa-miR-532-3p with sequence CCUCCCACACCCAAGGCUUGCA. The protein sequence of the target gene is MENSTSLKQEKENQEPGEAERLWQGESDVSPQEPGPPSPEYREEEQRTDTEPAPRMSPSWSHQSRVSLSTGDLTAGPEVSSSPPPPPLQFHSTPLNTETTQDPVAASPTEKTANGIADTGTPYSDPWESSSAAKQSTSHYTSHAEESTFPQSQTPQPDLCGLRDASRNKSKHKGLRFDLLQEEGSDSNCDPDQPEVGASEAAQSMLEVAIQNAKAYLLSTSSKSGLNLYDHLSKVLTKILDERPADAVDIIENISQDVKMAHFNKKLDTLHNEYEMLPAYEIAETQKALFLQGHLEGADS.... Result: 0 (no interaction). (3) The miRNA is hsa-miR-1323 with sequence UCAAAACUGAGGGGCAUUUUCU. The protein sequence of the target gene is MKIQKKLTGCSRLMLLCLSLELLLEAGAGNIHYSVPEETDKGSFVGNIAKDLGLQPQELADGGVRIVSRGRMPLFALNPRSGSLITARRIDREELCAQSMPCLVSFNILVEDKMKLFPVEVEIIDINDNTPQFQLEELEFKMNEITTPGTRVSLPFGQDLDVGMNSLQSYQLSSNPHFSLDVQQGADGPQHPEMVLQSPLDREEEAVHHLILTASDGGEPVRSGTLRIYIQVVDANDNPPAFTQAQYHINVPENVPLGTQLLMVNATDPDEGANGEVTYSFHNVDHRVAQIFRLDSYTGE.... Result: 0 (no interaction).